From a dataset of Forward reaction prediction with 1.9M reactions from USPTO patents (1976-2016). Predict the product of the given reaction. (1) Given the reactants [CH3:1][C:2]([C:4]1[CH:9]=[CH:8][C:7]([C:10]#[N:11])=[CH:6][CH:5]=1)=[O:3].[CH3:12]CC(C1C=CC(Br)=CC=1)=O, predict the reaction product. The product is: [CH3:12][CH2:1][C:2]([C:4]1[CH:9]=[CH:8][C:7]([C:10]#[N:11])=[CH:6][CH:5]=1)=[O:3]. (2) Given the reactants COC(=O)[CH:4]([C:6]1[CH:11]=[CH:10][CH:9]=[CH:8][C:7]=1[C:12](OC)=[O:13])Br.COC(=O)C(C1C=CC(Cl)=CC=1C(OC)=O)Br.[SH:34][C:35]1[CH:42]=[CH:41][CH:40]=[CH:39][C:36]=1[C:37]#[N:38].OC1C=CC=CC=1C#N, predict the reaction product. The product is: [OH:13][C:12]1[C:7]2[C:6](=[CH:11][CH:10]=[CH:9][CH:8]=2)[C:4]2[S:34][C:35]3[CH:42]=[CH:41][CH:40]=[CH:39][C:36]=3[C:37]=2[N:38]=1. (3) Given the reactants [CH2:1]([O:3][CH:4]([O:18][CH2:19][CH3:20])[CH2:5][N:6]1[C:10]([NH2:11])=[CH:9][C:8]([C:12]2[CH:17]=[CH:16][N:15]=[N:14][CH:13]=2)=[N:7]1)[CH3:2].Br[C:22]1[CH:27]=[C:26]([N+:28]([O-:30])=[O:29])[CH:25]=[CH:24][C:23]=1[CH3:31], predict the reaction product. The product is: [CH2:19]([O:18][CH:4]([O:3][CH2:1][CH3:2])[CH2:5][N:6]1[C:10]([NH:11][C:22]2[CH:27]=[C:26]([N+:28]([O-:30])=[O:29])[CH:25]=[CH:24][C:23]=2[CH3:31])=[CH:9][C:8]([C:12]2[CH:17]=[CH:16][N:15]=[N:14][CH:13]=2)=[N:7]1)[CH3:20]. (4) Given the reactants [H-].[Al+3].[Li+].[H-].[H-].[H-].[Cl:7][C:8]1[CH:9]=[C:10]([N:15]2[N:19]=[C:18]([C:20](OCC)=[O:21])[C:17]([C:25]3[CH:30]=[CH:29][CH:28]=[CH:27][C:26]=3[F:31])=[N:16]2)[CH:11]=[CH:12][C:13]=1[Cl:14], predict the reaction product. The product is: [Cl:7][C:8]1[CH:9]=[C:10]([N:15]2[N:19]=[C:18]([CH2:20][OH:21])[C:17]([C:25]3[CH:30]=[CH:29][CH:28]=[CH:27][C:26]=3[F:31])=[N:16]2)[CH:11]=[CH:12][C:13]=1[Cl:14]. (5) The product is: [CH3:19][O:18][CH2:17][O:16][C:13]1[CH:12]=[C:11]([O:20][CH2:21][O:22][CH3:23])[CH:10]=[CH:33][C:34]=1[S:29][C:30]1([OH:37])[CH2:31][CH2:32][O:35][CH2:4][CH2:3]1. Given the reactants CN(C)[CH2:3][CH2:4]N(C)C.Br[C:10]1C=C[C:13]([O:16][CH2:17][O:18][CH3:19])=[CH:12][C:11]=1[O:20][CH2:21][O:22][CH3:23].C([Li])CCC.[S:29]1[CH2:34][CH2:33][C:32](=[O:35])[CH2:31][CH2:30]1.Cl.[O:37]1CCCC1, predict the reaction product. (6) Given the reactants [CH3:1][CH:2]([CH3:20])[CH2:3][CH2:4][NH:5][C:6]([C:8]1[N:9]=[N:10][C:11]([N:14]2[CH2:19][CH2:18][NH:17][CH2:16][CH2:15]2)=[CH:12][CH:13]=1)=[O:7].[Cl:21][C:22]1[CH:30]=[CH:29][C:28]([Cl:31])=[CH:27][C:23]=1[C:24](O)=[O:25].N12CCCN=C1CCCCC2.CN(C)CCCN=C=NCC, predict the reaction product. The product is: [CH3:1][CH:2]([CH3:20])[CH2:3][CH2:4][NH:5][C:6]([C:8]1[N:9]=[N:10][C:11]([N:14]2[CH2:19][CH2:18][N:17]([C:24](=[O:25])[C:23]3[CH:27]=[C:28]([Cl:31])[CH:29]=[CH:30][C:22]=3[Cl:21])[CH2:16][CH2:15]2)=[CH:12][CH:13]=1)=[O:7]. (7) Given the reactants [CH:1]1([OH:4])[CH2:3][CH2:2]1.[CH:22]1[CH:23]=[CH:18]C(P([C:18]2[CH:23]=[CH:22][CH:21]=[CH:20]C=2)[C:22]2[CH:23]=[CH:18]C=[CH:20][CH:21]=2)=[CH:20][CH:21]=1.CC[O:26]C(/N=N/C(OCC)=O)=O.[CH2:36]1[CH2:40][O:39][CH2:38][CH2:37]1, predict the reaction product. The product is: [O:26]1[CH2:20][CH2:21][CH2:22][CH2:23][CH:18]1[O:39][CH2:38][C@H:37]1[CH2:36][CH2:40][C:1]2([CH2:3][CH2:2]2)[O:4]1.